This data is from Forward reaction prediction with 1.9M reactions from USPTO patents (1976-2016). The task is: Predict the product of the given reaction. Given the reactants [CH3:1][O-:2].[Na+].[Cl:4][C:5]1[N:10]=[C:9](Cl)[C:8]([F:12])=[C:7]([CH3:13])[N:6]=1.CO.O, predict the reaction product. The product is: [Cl:4][C:5]1[N:10]=[C:9]([O:2][CH3:1])[C:8]([F:12])=[C:7]([CH3:13])[N:6]=1.